This data is from Forward reaction prediction with 1.9M reactions from USPTO patents (1976-2016). The task is: Predict the product of the given reaction. (1) Given the reactants [C:1]([N:9]1[CH2:14][CH2:13][CH2:12][CH:11]([C:15]([O:17][CH2:18][CH3:19])=[O:16])[CH2:10]1)(=[O:8])[C:2]1[CH:7]=[CH:6][CH:5]=[CH:4][CH:3]=1.Br[CH2:21][CH2:22][C:23]1[CH:28]=[CH:27][CH:26]=[CH:25][CH:24]=1, predict the reaction product. The product is: [C:1]([N:9]1[CH2:14][CH2:13][CH2:12][C:11]([CH2:21][CH2:22][C:23]2[CH:28]=[CH:27][CH:26]=[CH:25][CH:24]=2)([C:15]([O:17][CH2:18][CH3:19])=[O:16])[CH2:10]1)(=[O:8])[C:2]1[CH:3]=[CH:4][CH:5]=[CH:6][CH:7]=1. (2) Given the reactants C(OC(=O)[NH:7][CH:8]1[CH2:13][CH2:12][N:11]([CH2:14][C:15]2[CH:24]=[CH:23][C:18]3[O:19][CH2:20][CH2:21][O:22][C:17]=3[CH:16]=2)[CH2:10][CH2:9]1)(C)(C)C.Cl.C(OCC)(=O)C, predict the reaction product. The product is: [O:19]1[C:18]2[CH:23]=[CH:24][C:15]([CH2:14][N:11]3[CH2:12][CH2:13][CH:8]([NH2:7])[CH2:9][CH2:10]3)=[CH:16][C:17]=2[O:22][CH2:21][CH2:20]1. (3) Given the reactants C(OC(=O)[NH:7][CH2:8][CH2:9][N:10]1[C:14]([CH:15]=O)=[CH:13][C:12]([CH2:17][O:18][C:19]2[CH:24]=[CH:23][CH:22]=[CH:21][CH:20]=2)=[N:11]1)(C)(C)C.CC1C2N(N=C(COC3C=CC=CC=3)C=2)CCN=1, predict the reaction product. The product is: [O:18]([CH2:17][C:12]1[CH:13]=[C:14]2[CH:15]=[N:7][CH2:8][CH2:9][N:10]2[N:11]=1)[C:19]1[CH:20]=[CH:21][CH:22]=[CH:23][CH:24]=1. (4) Given the reactants ClC1C=C(C=CC=1Cl)OC1CCN(S(C2C(C)=NN(C)C=2C)(=O)=O)CC1.[CH3:27][C:28]1[C:32]([S:33](Cl)(=[O:35])=[O:34])=[C:31]([CH3:37])[NH:30][N:29]=1.Cl.[F:39][C:40]1[CH:41]=[C:42]([CH:50]=[CH:51][C:52]=1[O:53][CH3:54])[O:43][CH:44]1[CH2:49][CH2:48][NH:47][CH2:46][CH2:45]1, predict the reaction product. The product is: [CH3:27][C:28]1[C:32]([S:33]([N:47]2[CH2:48][CH2:49][CH:44]([O:43][C:42]3[CH:50]=[CH:51][C:52]([O:53][CH3:54])=[C:40]([F:39])[CH:41]=3)[CH2:45][CH2:46]2)(=[O:35])=[O:34])=[C:31]([CH3:37])[NH:30][N:29]=1.